This data is from Catalyst prediction with 721,799 reactions and 888 catalyst types from USPTO. The task is: Predict which catalyst facilitates the given reaction. (1) Reactant: C[Sn](C)(C)[C:3]1[C:11]2[C:10]([Cl:12])=[N:9][CH:8]=[N:7][C:6]=2[NH:5][CH:4]=1.[F:15][B-](F)(F)F.F[B-](F)(F)F.ClC[N+]12CC[N+](F)(CC1)CC2. Product: [F:15][C:3]1[C:11]2[C:10]([Cl:12])=[N:9][CH:8]=[N:7][C:6]=2[NH:5][CH:4]=1. The catalyst class is: 23. (2) Reactant: [F:1][C:2]([F:16])([CH3:15])[CH2:3][NH:4][C:5]1[N:13]=[CH:12][C:11]([F:14])=[CH:10][C:6]=1[C:7]([OH:9])=O.[CH3:17][C:18]([NH2:22])([C:20]#[CH:21])[CH3:19].C1C=CC2N(O)N=NC=2C=1.CCN=C=NCCCN(C)C.CCN(C(C)C)C(C)C. Product: [F:16][C:2]([F:1])([CH3:15])[CH2:3][NH:4][C:5]1[N:13]=[CH:12][C:11]([F:14])=[CH:10][C:6]=1[C:7]([NH:22][C:18]([CH3:19])([C:20]#[CH:21])[CH3:17])=[O:9]. The catalyst class is: 2. (3) Reactant: Br[C:2]1[CH:7]=[CH:6][C:5]([C@H:8]2[CH2:13][CH2:12][N:11]([C:14]([C:16]3[CH:17]=[CH:18][C:19]([Cl:35])=[C:20]([NH:22][C:23](=[O:34])[C:24]4[CH:29]=[CH:28][C:27]([NH:30][CH:31]([CH3:33])[CH3:32])=[N:26][CH:25]=4)[CH:21]=3)=[O:15])[CH2:10][C@@H:9]2[OH:36])=[CH:4][CH:3]=1.C([O-])([O-])=O.[Na+].[Na+].[CH3:43][N:44]1[C:48](B2OC(C)(C)C(C)(C)O2)=[CH:47][CH:46]=[N:45]1.O. Product: [Cl:35][C:19]1[CH:18]=[CH:17][C:16]([C:14]([N:11]2[CH2:12][CH2:13][C@H:8]([C:5]3[CH:6]=[CH:7][C:2]([C:48]4[N:44]([CH3:43])[N:45]=[CH:46][CH:47]=4)=[CH:3][CH:4]=3)[C@@H:9]([OH:36])[CH2:10]2)=[O:15])=[CH:21][C:20]=1[NH:22][C:23](=[O:34])[C:24]1[CH:29]=[CH:28][C:27]([NH:30][CH:31]([CH3:33])[CH3:32])=[N:26][CH:25]=1. The catalyst class is: 184. (4) Reactant: P(Cl)(Cl)(Cl)=O.[C:6]([O:10][C:11]([N:13]1[C:21]2[C:16](=[CH:17][CH:18]=[CH:19][CH:20]=2)[C:15]([CH3:23])([CH3:22])[CH:14]1[C:24](O)=[O:25])=[O:12])([CH3:9])([CH3:8])[CH3:7].[F:27][C:28]1[CH:34]=[CH:33][CH:32]=[C:31]([F:35])[C:29]=1[NH2:30]. Product: [F:27][C:28]1[CH:34]=[CH:33][CH:32]=[C:31]([F:35])[C:29]=1[NH:30][C:24]([CH:14]1[C:15]([CH3:22])([CH3:23])[C:16]2[C:21](=[CH:20][CH:19]=[CH:18][CH:17]=2)[N:13]1[C:11]([O:10][C:6]([CH3:9])([CH3:7])[CH3:8])=[O:12])=[O:25]. The catalyst class is: 228. (5) Reactant: Br.[Br:2][C:3]1[CH:4]=[N:5][C:6]2[N:7]([CH2:9][C:10]([C:13]([F:16])([F:15])[F:14])(O)[N:11]=2)[CH:8]=1. Product: [Br:2][C:3]1[CH:4]=[N:5][C:6]2[N:7]([CH:9]=[C:10]([C:13]([F:16])([F:15])[F:14])[N:11]=2)[CH:8]=1. The catalyst class is: 8. (6) Reactant: [I-].[CH2:2]([N+:4]1[C:8]2[CH:9]=[CH:10][CH:11]=[CH:12][C:7]=2[N:6]2[C:13]([CH3:16])=[CH:14][S:15][C:5]=12)[CH3:3].[CH3:17][O-:18].[Na+]. Product: [CH2:2]([N:4]1[C:8]2[CH:9]=[CH:10][CH:11]=[CH:12][C:7]=2[N:6](/[C:13](/[CH3:16])=[CH:14]\[S:15][CH3:5])[C:17]1=[O:18])[CH3:3]. The catalyst class is: 5. (7) Reactant: [C:1]([C:4]1[CH:16]=[CH:15][C:7]([C:8]([O:10][C:11]([CH3:14])([CH3:13])[CH3:12])=[O:9])=[C:6]([CH3:17])[CH:5]=1)(=[O:3])[NH2:2].C1(C)C=CC=CC=1.C(=O)([O-])[O-].[K+].[K+].Cl[C:32]([S:34]Cl)=[O:33]. Product: [CH3:17][C:6]1[CH:5]=[C:4]([C:1]2[O:3][C:32](=[O:33])[S:34][N:2]=2)[CH:16]=[CH:15][C:7]=1[C:8]([O:10][C:11]([CH3:12])([CH3:13])[CH3:14])=[O:9]. The catalyst class is: 12. (8) Reactant: C[O:2][C:3](=[O:24])[CH2:4][CH2:5][CH2:6][C:7](=[O:23])[NH:8][C:9]1[CH:22]=[C:21]2[C:16]([N:17]=[CH:18][CH:19]=[CH:20]2)=[C:15]2[C:10]=1[CH:11]=[CH:12][CH:13]=[N:14]2.O.[OH-].[K+]. Product: [N:14]1[C:15]2[C:10](=[C:9]([NH:8][C:7]([CH2:6][CH2:5][CH2:4][C:3]([OH:24])=[O:2])=[O:23])[CH:22]=[C:21]3[C:16]=2[N:17]=[CH:18][CH:19]=[CH:20]3)[CH:11]=[CH:12][CH:13]=1. The catalyst class is: 12. (9) Reactant: [OH:1][C:2]1[CH:10]=[CH:9][C:8]([C:11]2[N:12]([C:27]([O:29][C:30]([CH3:33])([CH3:32])[CH3:31])=[O:28])[C:13]3[C:18]([CH:19]=2)=[CH:17][C:16]([CH2:20][N:21]2[CH2:26][CH2:25][CH2:24][CH2:23][CH2:22]2)=[CH:15][CH:14]=3)=[C:7]2[C:3]=1[CH2:4][NH:5][C:6]2=[O:34].C1(P(C2C=CC=CC=2)C2C=CC=CC=2)C=CC=CC=1.[CH2:54](O)[C:55]1[CH:60]=[CH:59][CH:58]=[CH:57][CH:56]=1.CCOC(/N=N/C(OCC)=O)=O.C1(C)C=CC=CC=1. Product: [CH2:54]([O:1][C:2]1[CH:10]=[CH:9][C:8]([C:11]2[N:12]([C:27]([O:29][C:30]([CH3:31])([CH3:33])[CH3:32])=[O:28])[C:13]3[C:18]([CH:19]=2)=[CH:17][C:16]([CH2:20][N:21]2[CH2:26][CH2:25][CH2:24][CH2:23][CH2:22]2)=[CH:15][CH:14]=3)=[C:7]2[C:3]=1[CH2:4][NH:5][C:6]2=[O:34])[C:55]1[CH:60]=[CH:59][CH:58]=[CH:57][CH:56]=1. The catalyst class is: 1.